This data is from Forward reaction prediction with 1.9M reactions from USPTO patents (1976-2016). The task is: Predict the product of the given reaction. Given the reactants [NH2:1][C:2]1[N:7]=[CH:6][C:5]([CH2:8][NH:9][C:10](=[O:26])[NH:11][CH2:12][C:13]([N:15]([O:18]CC2C=CC=CC=2)[CH2:16][CH3:17])=[O:14])=[CH:4][CH:3]=1, predict the reaction product. The product is: [NH2:1][C:2]1[N:7]=[CH:6][C:5]([CH2:8][NH:9][C:10](=[O:26])[NH:11][CH2:12][C:13]([N:15]([OH:18])[CH2:16][CH3:17])=[O:14])=[CH:4][CH:3]=1.